Predict the product of the given reaction. From a dataset of Forward reaction prediction with 1.9M reactions from USPTO patents (1976-2016). (1) Given the reactants [CH:1]1([CH2:7][CH2:8][C:9]([NH:11][CH3:12])=O)[CH2:6][CH2:5][CH:4]=[CH:3][CH2:2]1.[H-].[Al+3].[Li+].[H-].[H-].[H-], predict the reaction product. The product is: [CH:1]1([CH2:7][CH2:8][CH2:9][NH:11][CH3:12])[CH2:6][CH2:5][CH:4]=[CH:3][CH2:2]1. (2) Given the reactants [O:1]1[CH2:6][CH2:5][N:4]([C:7]([C:9]2[N:10]=[C:11]([N:14]3[CH2:17][CH:16](OS(C)(=O)=O)[CH2:15]3)[S:12][CH:13]=2)=[O:8])[CH2:3][CH2:2]1.[C:23]([O-:26])(=[S:25])[CH3:24].[K+], predict the reaction product. The product is: [C:23]([S:25][CH:16]1[CH2:15][N:14]([C:11]2[S:12][CH:13]=[C:9]([C:7]([N:4]3[CH2:3][CH2:2][O:1][CH2:6][CH2:5]3)=[O:8])[N:10]=2)[CH2:17]1)(=[O:26])[CH3:24]. (3) Given the reactants C([O:4][CH2:5][C:6]1[C:7]([N:37]2[CH2:49][CH2:48][N:40]3[C:41]4[CH2:42][CH2:43][CH2:44][CH2:45][C:46]=4[CH:47]=[C:39]3[C:38]2=[O:50])=[N:8][CH:9]=[CH:10][C:11]=1[C:12]1[CH:17]=[C:16]([NH:18][C:19]2[CH:24]=[CH:23][C:22]([C:25]3[CH2:26][CH2:27][N:28]([CH:31]4[CH2:34][O:33][CH2:32]4)[CH2:29][CH:30]=3)=[CH:21][N:20]=2)[C:15](=[O:35])[N:14]([CH3:36])[CH:13]=1)(=O)C.[OH-].[Li+].O, predict the reaction product. The product is: [OH:4][CH2:5][C:6]1[C:7]([N:37]2[CH2:49][CH2:48][N:40]3[C:41]4[CH2:42][CH2:43][CH2:44][CH2:45][C:46]=4[CH:47]=[C:39]3[C:38]2=[O:50])=[N:8][CH:9]=[CH:10][C:11]=1[C:12]1[CH:17]=[C:16]([NH:18][C:19]2[CH:24]=[CH:23][C:22]([C:25]3[CH2:26][CH2:27][N:28]([CH:31]4[CH2:32][O:33][CH2:34]4)[CH2:29][CH:30]=3)=[CH:21][N:20]=2)[C:15](=[O:35])[N:14]([CH3:36])[CH:13]=1. (4) Given the reactants [C:1]1([C:7]2[N:8]=[CH:9][NH:10][CH:11]=2)[CH:6]=[CH:5][CH:4]=[CH:3][CH:2]=1.[C:12](Cl)([C:25]1[CH:30]=[CH:29][CH:28]=[CH:27][CH:26]=1)([C:19]1[CH:24]=[CH:23][CH:22]=[CH:21][CH:20]=1)[C:13]1[CH:18]=[CH:17][CH:16]=[CH:15][CH:14]=1.O, predict the reaction product. The product is: [C:1]1([C:7]2[N:8]=[CH:9][N:10]([C:12]([C:13]3[CH:18]=[CH:17][CH:16]=[CH:15][CH:14]=3)([C:25]3[CH:26]=[CH:27][CH:28]=[CH:29][CH:30]=3)[C:19]3[CH:20]=[CH:21][CH:22]=[CH:23][CH:24]=3)[CH:11]=2)[CH:2]=[CH:3][CH:4]=[CH:5][CH:6]=1.